The task is: Predict which catalyst facilitates the given reaction.. This data is from Catalyst prediction with 721,799 reactions and 888 catalyst types from USPTO. (1) Reactant: F[C:2]1[C:3]([CH3:22])=[N:4][C:5]2[C:10]([N:11]=1)=[C:9]([C:12]1[NH:20][C:19]3[CH2:18][CH2:17][NH:16][C:15](=[O:21])[C:14]=3[CH:13]=1)[CH:8]=[CH:7][CH:6]=2.[CH2:23]([NH2:27])[CH2:24][CH2:25][CH3:26].CO.C(Cl)Cl. Product: [CH2:23]([NH:27][C:2]1[C:3]([CH3:22])=[N:4][C:5]2[C:10]([N:11]=1)=[C:9]([C:12]1[NH:20][C:19]3[CH2:18][CH2:17][NH:16][C:15](=[O:21])[C:14]=3[CH:13]=1)[CH:8]=[CH:7][CH:6]=2)[CH2:24][CH2:25][CH3:26]. The catalyst class is: 16. (2) Reactant: [Cl:1][C:2]1[CH:3]=[CH:4][C:5]([CH:8]2[CH2:13][CH:12]([S:14]([C:17]3[CH:22]=[CH:21][CH:20]=[C:19]([C:23]([F:26])([F:25])[F:24])[CH:18]=3)(=[O:16])=[O:15])[CH2:11][CH2:10][O:9]2)=[N:6][CH:7]=1.[CH3:27]C([O-])(C)C.[K+]. Product: [Cl:1][C:2]1[CH:3]=[CH:4][C:5]([CH:8]2[CH2:13][C:12]([CH3:27])([S:14]([C:17]3[CH:22]=[CH:21][CH:20]=[C:19]([C:23]([F:26])([F:25])[F:24])[CH:18]=3)(=[O:16])=[O:15])[CH2:11][CH2:10][O:9]2)=[N:6][CH:7]=1. The catalyst class is: 249. (3) Reactant: [Cl:1][C:2]1[CH:7]=[CH:6][CH:5]=[CH:4][C:3]=1[C:8]1[N:13]=[C:12]2[O:14][C:15]([C:24]([N:26]([CH2:29][CH3:30])[CH2:27][CH3:28])=[O:25])=[C:16]([NH:17]C(=O)C(F)(F)F)[C:11]2=[CH:10][C:9]=1[C:31]1[CH:36]=[CH:35][C:34]([Cl:37])=[CH:33][CH:32]=1.C(=O)([O-])[O-].[K+].[K+].O. Product: [NH2:17][C:16]1[C:11]2[C:12](=[N:13][C:8]([C:3]3[CH:4]=[CH:5][CH:6]=[CH:7][C:2]=3[Cl:1])=[C:9]([C:31]3[CH:36]=[CH:35][C:34]([Cl:37])=[CH:33][CH:32]=3)[CH:10]=2)[O:14][C:15]=1[C:24]([N:26]([CH2:29][CH3:30])[CH2:27][CH3:28])=[O:25]. The catalyst class is: 5. (4) Reactant: Cl[C:2]1[CH:3]=[C:4]2[C:8](=[CH:9][C:10]=1[Cl:11])[NH:7][C:6](=[O:12])[C:5]2=[O:13].[H-].[Na+].Br[CH2:17][C:18]([O:20]CC)=[O:19].[ClH:23]. Product: [Cl:11][C:10]1[C:9]([Cl:23])=[C:8]2[C:4]([C:5](=[O:13])[C:6](=[O:12])[N:7]2[CH2:17][C:18]([OH:20])=[O:19])=[CH:3][CH:2]=1. The catalyst class is: 3. (5) Reactant: [NH2:1][C:2]1[N:7]=[CH:6][C:5]([N:8]2[CH2:13][CH2:12][N:11]([C:14]([O:16][C:17]([CH3:20])([CH3:19])[CH3:18])=[O:15])[CH2:10][C@@H:9]2[CH3:21])=[CH:4][CH:3]=1.Br[C:23]1[C:24]([O:30][CH3:31])=[N:25][CH:26]=[C:27]([Cl:29])[CH:28]=1.CC1(C)C2C(=C(P(C3C=CC=CC=3)C3C=CC=CC=3)C=CC=2)OC2C(P(C3C=CC=CC=3)C3C=CC=CC=3)=CC=CC1=2.C(=O)([O-])[O-].[Cs+].[Cs+]. Product: [Cl:29][C:27]1[CH:28]=[C:23]([NH:1][C:2]2[N:7]=[CH:6][C:5]([N:8]3[CH2:13][CH2:12][N:11]([C:14]([O:16][C:17]([CH3:20])([CH3:19])[CH3:18])=[O:15])[CH2:10][C@@H:9]3[CH3:21])=[CH:4][CH:3]=2)[C:24]([O:30][CH3:31])=[N:25][CH:26]=1. The catalyst class is: 102. (6) Reactant: [CH2:1]([O:5][C:6]([N:8]1[CH2:11][CH:10]([NH:12]C(OCC2C=CC=CC=2)=O)[CH2:9]1)=[O:7])[CH2:2][CH2:3][CH3:4]. Product: [CH2:1]([O:5][C:6]([N:8]1[CH2:11][CH:10]([NH2:12])[CH2:9]1)=[O:7])[CH2:2][CH2:3][CH3:4]. The catalyst class is: 78. (7) Reactant: [OH:1][C:2]1[C:3]([N+:15]([O-:17])=[O:16])=[C:4]2[C:8](=[CH:9][C:10]=1[O:11]C)[C:7](=[O:13])[O:6][C:5]2=[O:14].[Cl-].[Al+3].[Cl-].[Cl-].N1C=CC=CC=1. Product: [OH:1][C:2]1[C:3]([N+:15]([O-:17])=[O:16])=[C:4]2[C:8](=[CH:9][C:10]=1[OH:11])[C:7](=[O:13])[O:6][C:5]2=[O:14]. The catalyst class is: 13. (8) Reactant: [NH2:1][CH:2]1[CH2:7][CH2:6][N:5]([CH2:8][CH2:9][N:10]2[C:19]3[C:14](=[N:15][CH:16]=[C:17]([F:20])[CH:18]=3)[CH:13]=[CH:12][C:11]2=[O:21])[CH2:4][CH2:3]1.[Br:22][C:23]1[CH:24]=[C:25]([CH:31]=O)[CH:26]=[N:27][C:28]=1[CH2:29][OH:30].C(O[BH-](OC(=O)C)OC(=O)C)(=O)C.[Na+].C([O-])(O)=O.[Na+]. Product: [Br:22][C:23]1[CH:24]=[C:25]([CH2:31][NH:1][CH:2]2[CH2:3][CH2:4][N:5]([CH2:8][CH2:9][N:10]3[C:19]4[C:14](=[N:15][CH:16]=[C:17]([F:20])[CH:18]=4)[CH:13]=[CH:12][C:11]3=[O:21])[CH2:6][CH2:7]2)[CH:26]=[N:27][C:28]=1[CH2:29][OH:30]. The catalyst class is: 26. (9) Reactant: ClC1C=C(C=CC=1)C(OO)=[O:6].[CH3:12][S:13][C:14]1[C:22]2[C:17](=[CH:18][C:19]([C:23]([N:25]3[CH2:30][CH2:29][O:28][CH2:27][CH2:26]3)=[O:24])=[CH:20][CH:21]=2)[N:16]([C:31]2[N:36]=[CH:35][C:34]([C:37]3[CH:38]=[N:39][CH:40]=[CH:41][CH:42]=3)=[CH:33][N:32]=2)[CH:15]=1. Product: [CH3:12][S:13]([C:14]1[C:22]2[C:17](=[CH:18][C:19]([C:23]([N:25]3[CH2:30][CH2:29][O:28][CH2:27][CH2:26]3)=[O:24])=[CH:20][CH:21]=2)[N:16]([C:31]2[N:32]=[CH:33][C:34]([C:37]3[CH:38]=[N:39][CH:40]=[CH:41][CH:42]=3)=[CH:35][N:36]=2)[CH:15]=1)=[O:6]. The catalyst class is: 4.